Dataset: Forward reaction prediction with 1.9M reactions from USPTO patents (1976-2016). Task: Predict the product of the given reaction. (1) Given the reactants [OH:1][C:2]1[C:10]([CH3:11])=[CH:9][C:8]([C:12]2[N:13]([C:31]([O:33][C:34]([CH3:37])([CH3:36])[CH3:35])=[O:32])[C:14]3[C:19]([CH:20]=2)=[CH:18][C:17]([CH2:21][N:22]2[CH2:27][CH2:26][N:25]([CH2:28][CH2:29][OH:30])[CH2:24][CH2:23]2)=[CH:16][CH:15]=3)=[C:7]2[C:3]=1[CH2:4][NH:5][C:6]2=[O:38].C(N(CC)CC)C.[CH3:46][S:47](Cl)(=[O:49])=[O:48], predict the reaction product. The product is: [CH3:46][S:47]([O:1][C:2]1[C:10]([CH3:11])=[CH:9][C:8]([C:12]2[N:13]([C:31]([O:33][C:34]([CH3:35])([CH3:37])[CH3:36])=[O:32])[C:14]3[C:19]([CH:20]=2)=[CH:18][C:17]([CH2:21][N:22]2[CH2:27][CH2:26][N:25]([CH2:28][CH2:29][OH:30])[CH2:24][CH2:23]2)=[CH:16][CH:15]=3)=[C:7]2[C:3]=1[CH2:4][NH:5][C:6]2=[O:38])(=[O:49])=[O:48]. (2) Given the reactants Br[C:2]1[C:3]([N:22]2[CH2:26][CH2:25][C@@H:24]([OH:27])[CH2:23]2)=[N:4][CH:5]=[C:6]([CH:21]=1)[C:7]([NH:9][C:10]1[CH:15]=[CH:14][C:13]([O:16][C:17]([Cl:20])([F:19])[F:18])=[CH:12][CH:11]=1)=[O:8].[C:28]([C:30]1[N:34]([CH3:35])[C:33](B(O)O)=[CH:32][CH:31]=1)#[N:29], predict the reaction product. The product is: [Cl:20][C:17]([F:19])([F:18])[O:16][C:13]1[CH:14]=[CH:15][C:10]([NH:9][C:7](=[O:8])[C:6]2[CH:21]=[C:2]([C:33]3[N:34]([CH3:35])[C:30]([C:28]#[N:29])=[CH:31][CH:32]=3)[C:3]([N:22]3[CH2:26][CH2:25][C@@H:24]([OH:27])[CH2:23]3)=[N:4][CH:5]=2)=[CH:11][CH:12]=1. (3) Given the reactants Cl[C:2]1[CH:7]=[C:6]([C:8]([F:11])([F:10])[F:9])[N:5]=[C:4]([C:12]2[CH:17]=[CH:16][N:15]=[CH:14][CH:13]=2)[N:3]=1.[CH3:18][O:19][C:20]1[CH:21]=[C:22]([CH:24]=[C:25]([O:27][CH3:28])[CH:26]=1)[NH2:23], predict the reaction product. The product is: [CH3:28][O:27][C:25]1[CH:24]=[C:22]([CH:21]=[C:20]([O:19][CH3:18])[CH:26]=1)[NH:23][C:2]1[CH:7]=[C:6]([C:8]([F:11])([F:10])[F:9])[N:5]=[C:4]([C:12]2[CH:17]=[CH:16][N:15]=[CH:14][CH:13]=2)[N:3]=1. (4) The product is: [F:15][C:16]1[CH:17]=[C:18]([C:22](=[O:24])[CH2:23][C:6](=[O:8])[C:5]([O:12][CH2:13][CH3:14])=[O:11])[CH:19]=[CH:20][CH:21]=1. Given the reactants [O-]CC.[Na+].[C:5]([O:12][CH2:13][CH3:14])(=[O:11])[C:6]([O:8]CC)=O.[F:15][C:16]1[CH:17]=[C:18]([C:22](=[O:24])[CH3:23])[CH:19]=[CH:20][CH:21]=1, predict the reaction product. (5) Given the reactants [Br:1][C:2]1[CH:7]=[CH:6][C:5]([C:8]2[O:9][C:10]([CH3:16])=[C:11]([CH2:13][CH2:14][OH:15])[N:12]=2)=[CH:4][CH:3]=1.[H-].[Na+].[CH2:19](Br)[C:20]1[CH:25]=[CH:24][CH:23]=[CH:22][CH:21]=1, predict the reaction product. The product is: [CH2:19]([O:15][CH2:14][CH2:13][C:11]1[N:12]=[C:8]([C:5]2[CH:4]=[CH:3][C:2]([Br:1])=[CH:7][CH:6]=2)[O:9][C:10]=1[CH3:16])[C:20]1[CH:25]=[CH:24][CH:23]=[CH:22][CH:21]=1.